Dataset: hERG potassium channel inhibition data for cardiac toxicity prediction from Karim et al.. Task: Regression/Classification. Given a drug SMILES string, predict its toxicity properties. Task type varies by dataset: regression for continuous values (e.g., LD50, hERG inhibition percentage) or binary classification for toxic/non-toxic outcomes (e.g., AMES mutagenicity, cardiotoxicity, hepatotoxicity). Dataset: herg_karim. (1) The molecule is CN1C[C@H]2C[C@@H](N(Cc3ccc(F)c(C(F)(F)F)c3)C(=O)c3cn(C)cn3)C[C@H]2C1. The result is 1 (blocker). (2) The molecule is CN1CCC(COCc2cc(C(F)(F)F)cc(N3CCC(C#N)C3)n2)(c2ccc(F)cc2)CC1. The result is 1 (blocker).